Dataset: Catalyst prediction with 721,799 reactions and 888 catalyst types from USPTO. Task: Predict which catalyst facilitates the given reaction. (1) Reactant: [C:1]1([CH2:7][C:8]([OH:10])=[O:9])[CH:6]=[CH:5][CH:4]=[CH:3][CH:2]=1.[Li]CCCC.CN(P(N(C)C)(N(C)C)=O)C.[CH3:27][O:28][C:29]1[CH:34]=[CH:33][CH:32]=[C:31]([CH2:35][CH:36](Br)[CH2:37][CH3:38])[CH:30]=1. Product: [CH3:27][O:28][C:29]1[CH:30]=[C:31]([CH2:35][CH:36]([CH2:37][CH3:38])[CH:7]([C:1]2[CH:6]=[CH:5][CH:4]=[CH:3][CH:2]=2)[C:8]([OH:10])=[O:9])[CH:32]=[CH:33][CH:34]=1. The catalyst class is: 1. (2) Reactant: C([O:3][C:4](=[O:36])[CH2:5][O:6][C:7]1[CH:12]=[CH:11][CH:10]=[C:9]([CH2:13][CH2:14][N:15]([CH2:29][CH2:30][CH2:31][CH2:32][CH2:33][CH2:34][CH3:35])[C:16]([NH:18][C:19]2[CH:24]=[CH:23][C:22]([O:25][CH3:26])=[CH:21][C:20]=2[O:27][CH3:28])=[O:17])[CH:8]=1)C.C(=O)([O-])[O-].[K+].[K+].CO. Product: [CH3:28][O:27][C:20]1[CH:21]=[C:22]([O:25][CH3:26])[CH:23]=[CH:24][C:19]=1[NH:18][C:16](=[O:17])[N:15]([CH2:14][CH2:13][C:9]1[CH:8]=[C:7]([CH:12]=[CH:11][CH:10]=1)[O:6][CH2:5][C:4]([OH:36])=[O:3])[CH2:29][CH2:30][CH2:31][CH2:32][CH2:33][CH2:34][CH3:35]. The catalyst class is: 6. (3) Product: [Br:1][C:2]1[CH:3]=[CH:4][C:5]2[O:9][CH2:10][CH2:11][CH2:12][NH:8][C:6]=2[N:7]=1. Reactant: [Br:1][C:2]1[N:7]=[C:6]([NH2:8])[C:5]([O:9][CH2:10][CH2:11][CH2:12]Br)=[CH:4][CH:3]=1.[H-].[Na+].[NH4+].[Cl-].O. The catalyst class is: 3. (4) The catalyst class is: 144. Reactant: [C:1]([O:5][CH:6]([C:10]1[N:15]([CH3:16])[C:14](=[O:17])[C:13]2[NH:18][CH:19]=[CH:20][C:12]=2[C:11]=1[C:21]1[C:22]([CH3:31])=[C:23]2[C:28](=[CH:29][CH:30]=1)[O:27][CH2:26][CH2:25][CH2:24]2)[C:7]([OH:9])=[O:8])([CH3:4])([CH3:3])[CH3:2].[CH3:32][O:33][CH2:34][CH2:35]Br. Product: [C:1]([O:5][CH:6]([C:10]1[N:15]([CH3:16])[C:14](=[O:17])[C:13]2[N:18]([CH2:35][CH2:34][O:33][CH3:32])[CH:19]=[CH:20][C:12]=2[C:11]=1[C:21]1[C:22]([CH3:31])=[C:23]2[C:28](=[CH:29][CH:30]=1)[O:27][CH2:26][CH2:25][CH2:24]2)[C:7]([OH:9])=[O:8])([CH3:4])([CH3:3])[CH3:2].